Dataset: Experimentally validated miRNA-target interactions with 360,000+ pairs, plus equal number of negative samples. Task: Binary Classification. Given a miRNA mature sequence and a target amino acid sequence, predict their likelihood of interaction. (1) The miRNA is hsa-miR-4465 with sequence CUCAAGUAGUCUGACCAGGGGA. The protein sequence of the target gene is MSRGPSSAVLPSALGSRKLGPRSLSCLSDLDGGVALEPRACRPPGSPGRAPPPTPAPSGCDPRLRPIILRRARSLPSSPERRQKAAGAPGAACRPGCSQKLRVRFADALGLELAQVKVFNAGDDPSVPLHVLSRLAINSDLCCSSQDLEFTLHCLVPDFPPPVEAADFGERLQRQLVCLERVTCSDLGISGTVRVCNVAFEKQVAVRYTFSGWRSTHEAVARWRGPAGPEGTEDVFTFGFPVPPFLLELGSRVHFAVRYQVAGAEYWDNNDHRDYSLTCRNHALHMPRGECEESWIHFI. Result: 0 (no interaction). (2) The miRNA is bta-miR-17-5p with sequence CAAAGUGCUUACAGUGCAGGUAGU. The protein sequence of the target gene is MPVMKGLLAPQNTFLDTIATRFDGTHSNFLLANAQGTRGFPIVYCSDGFCELTGYGRTEVMQKTCSCRFLYGPETSEPALQRLHKALEGHQEHRAEICFYRKDGSAFWCLLDMMPIKNEMGEVVLFLFSFKDITQSGSPGLGPQGGRGDSNHENSLGRRGATWKFRSARRRSRTVLHRLTGHFGRRGQGGMKANNNVFEPKPSVPEYKVASVGGSRCLLLHYSVSKAIWDGLILLATFYVAVTVPYNVCFSGDDDTPITSRHTLVSDIAVEMLFILDIILNFRTTYVSQSGQVISAPRSI.... Result: 0 (no interaction). (3) The protein sequence of the target gene is MAAPMDCLESLEGDGDAGRRASGVEVALPSNPTAPAPLCPHGPTLLFVKVNQGKEETRKFYACSACRDRKDCNFFQWEDEKLSEARLAAREIHNQKCQPPLSRAQCIERYLSFIQLPLAQRKFCQSCQQLLLPADWREHGTHQLSADISVAQLGRPSQLLYPLENKKTHAQYLFADRSCQFLAGLLATLGFSRVLCVGAPRLHEQIRLTASGERSGMRSLLLDIDFRYSQFYLEGSFCRYNMFNHHFFDGKAALEVCKEFLQEEEGKGVIMVTDPPFGGLVEPLAITFKKLIAMWKEGQS.... Result: 0 (no interaction). The miRNA is hsa-miR-508-3p with sequence UGAUUGUAGCCUUUUGGAGUAGA. (4) The miRNA is mmu-miR-5617-5p with sequence GUAAGUGAGGGCAAGCCUUCUGG. The protein sequence of the target gene is MELEQREGTMAAVGFEEFSAPPGSELALPPLFGGHILESELETEVEFVSGGLGGSGLRERDEEEEAARGRRRRQRELNRRKYQALGRRCREIEQVNERVLNRLHQVQRITRRLQQERRFLMRVLDSYGDDYRASQFTIVLEDEGSQGTDAPTPGNAENEPPEKETLSPPRRTPAPPEPGSPAPGEGPSGRKRRRVPRDGRRAGNALTPELAPVQIKVEEDFGFEADEALDSSWVSRGPDKLLPYPTLASPASD. Result: 0 (no interaction). (5) The miRNA is mmu-miR-410-3p with sequence AAUAUAACACAGAUGGCCUGU. The protein sequence of the target gene is MLGSNTFKNMQRRHTTLREKGRRQAIRGPAYMFNEKGTSLTPEEERFLDSAEYGNIPVVRKMLEESKTLNFNCVDYMGQNALQLAVGNEHLEVTELLLKKENLARVGDALLLAISKGYVRIVEAILSHPAFAQGQRLTLSPLEQELRDDDFYAYDEDGTRFSHDITPIILAAHCQEYEIVHILLLKGARIERPHDYFCKCNECTEKQRKDSFSHSRSRMNAYKGLASAAYLSLSSEDPVLTALELSNELARLANIETEFKNDYRKLSMQCKDFVVGVLDLCRDTEEVEAILNGDVNLQVW.... Result: 1 (interaction). (6) The miRNA is hsa-miR-450a-2-3p with sequence AUUGGGGACAUUUUGCAUUCAU. The protein sequence of the target gene is MSLVIPEKFQHILRVLNTNIDGRRKIAFAITAIKGVGRRYAHVVLRKADIDLTKRAGELTEDEVERVITIMQNPRQYKIPDWFLNRQKDVKDGKYSQVLANGLDNKLREDLERLKKIRAHRGLRHFWGLRVRGQHTKTTGRRGRTVGVSKKK. Result: 0 (no interaction). (7) The miRNA is hsa-miR-5692a with sequence CAAAUAAUACCACAGUGGGUGU. The protein sequence of the target gene is MGTPASVVSEPPPWQAPIEARGRKQASANIFQDAELLQIQALFQRSGDQLAEERAQIIWECAGDHRVAEALKRLRRKRPPRQKPLGHSLHHCSRLRILEPHSALANPQSATETASSEQYLHSRKKSARIRRNWRKSGPTSYLHQIRH. Result: 1 (interaction).